This data is from Forward reaction prediction with 1.9M reactions from USPTO patents (1976-2016). The task is: Predict the product of the given reaction. The product is: [CH:26]([N:15]([CH:12]([CH3:14])[CH3:13])[CH2:16][CH2:17][CH:18]([C:11]1[CH:10]=[C:5]([CH:4]=[CH:3][C:2]=1[OH:1])[C:6]([O:8][CH3:9])=[O:7])[C:20]1[CH:21]=[CH:22][CH:23]=[CH:24][CH:25]=1)([CH3:28])[CH3:27]. Given the reactants [OH:1][C:2]1[CH:11]=[CH:10][C:5]([C:6]([O:8][CH3:9])=[O:7])=[CH:4][CH:3]=1.[CH:12]([N:15]([CH:26]([CH3:28])[CH3:27])[CH2:16][CH2:17][CH:18]([C:20]1[CH:25]=[CH:24][CH:23]=[CH:22][CH:21]=1)O)([CH3:14])[CH3:13], predict the reaction product.